The task is: Predict which catalyst facilitates the given reaction.. This data is from Catalyst prediction with 721,799 reactions and 888 catalyst types from USPTO. Reactant: Br[C:2]1[CH:10]=[C:9]2[C:5]([C:6]([CH3:12])=[CH:7][N:8]2[CH3:11])=[CH:4][CH:3]=1.[CH2:13]1[C:22]2[C:17](=[CH:18][CH:19]=[CH:20][CH:21]=2)[CH2:16][CH2:15][N:14]1[CH2:23][CH:24]([OH:42])[CH2:25][O:26][C:27]1[CH:32]=[CH:31][CH:30]=[C:29](B2OC(C)(C)C(C)(C)O2)[CH:28]=1.C([O-])([O-])=O.[K+].[K+]. Product: [CH2:13]1[C:22]2[C:17](=[CH:18][CH:19]=[CH:20][CH:21]=2)[CH2:16][CH2:15][N:14]1[CH2:23][CH:24]([OH:42])[CH2:25][O:26][C:27]1[CH:32]=[CH:31][CH:30]=[C:29]([C:2]2[CH:10]=[C:9]3[C:5]([C:6]([CH3:12])=[CH:7][N:8]3[CH3:11])=[CH:4][CH:3]=2)[CH:28]=1. The catalyst class is: 117.